This data is from TCR-epitope binding with 47,182 pairs between 192 epitopes and 23,139 TCRs. The task is: Binary Classification. Given a T-cell receptor sequence (or CDR3 region) and an epitope sequence, predict whether binding occurs between them. The epitope is SLYNTVATL. The TCR CDR3 sequence is CATNDPIRASSHEQFF. Result: 1 (the TCR binds to the epitope).